Dataset: Peptide-MHC class I binding affinity with 185,985 pairs from IEDB/IMGT. Task: Regression. Given a peptide amino acid sequence and an MHC pseudo amino acid sequence, predict their binding affinity value. This is MHC class I binding data. (1) The binding affinity (normalized) is 0. The peptide sequence is SRFTPQFLL. The MHC is HLA-A02:01 with pseudo-sequence HLA-A02:01. (2) The peptide sequence is LTFGRETVIEY. The MHC is Patr-B0101 with pseudo-sequence Patr-B0101. The binding affinity (normalized) is 0.406. (3) The peptide sequence is KLADMSIYC. The MHC is HLA-B58:01 with pseudo-sequence HLA-B58:01. The binding affinity (normalized) is 0.0847. (4) The peptide sequence is YTAVVPLVE. The MHC is Mamu-A02 with pseudo-sequence Mamu-A02. The binding affinity (normalized) is 0.380. (5) The peptide sequence is LPESLETLM. The MHC is HLA-B53:01 with pseudo-sequence HLA-B53:01. The binding affinity (normalized) is 0.416. (6) The peptide sequence is YLQYGWSY. The MHC is Mamu-B52 with pseudo-sequence Mamu-B52. The binding affinity (normalized) is 0.257. (7) The peptide sequence is LLLYQTFGRK. The MHC is HLA-A02:06 with pseudo-sequence HLA-A02:06. The binding affinity (normalized) is 0.197. (8) The peptide sequence is QYLDAYNMM. The MHC is HLA-A29:02 with pseudo-sequence HLA-A29:02. The binding affinity (normalized) is 0.00799.